This data is from Reaction yield outcomes from USPTO patents with 853,638 reactions. The task is: Predict the reaction yield, written as a fraction of the theoretical maximum amount of product (1.0 means a 100% yield; for example, 0.34 means a 34% yield). (1) The reactants are Br[C:2]1[CH:11]=[C:10]2[C:5]([N:6](C(=O)C(F)(F)F)[C@@H:7]([CH3:20])[CH2:8][N:9]2[C:12]([O:14][CH:15]2[CH2:19][CH2:18][CH2:17][CH2:16]2)=[O:13])=[CH:4][CH:3]=1.[CH:27]1([N:30]2[CH:34]=[C:33](B3OC(C)(C)C(C)(C)O3)[CH:32]=[N:31]2)[CH2:29][CH2:28]1.CC(C1C=C(C(C)C)C(C2C=CC=CC=2P(C2CCCCC2)C2CCCCC2)=C(C(C)C)C=1)C.C(=O)([O-])[O-].[Cs+].[Cs+]. The catalyst is O1CCOCC1.O.C1C=CC(/C=C/C(/C=C/C2C=CC=CC=2)=O)=CC=1.C1C=CC(/C=C/C(/C=C/C2C=CC=CC=2)=O)=CC=1.C1C=CC(/C=C/C(/C=C/C2C=CC=CC=2)=O)=CC=1.[Pd].[Pd]. The product is [CH:27]1([N:30]2[CH:34]=[C:33]([C:2]3[CH:11]=[C:10]4[C:5]([NH:6][C@@H:7]([CH3:20])[CH2:8][N:9]4[C:12]([O:14][CH:15]4[CH2:16][CH2:17][CH2:18][CH2:19]4)=[O:13])=[CH:4][CH:3]=3)[CH:32]=[N:31]2)[CH2:29][CH2:28]1. The yield is 0.590. (2) The reactants are N1C=CN=C1.C1(P(C2C=CC=CC=2)C2C=CC=CC=2)C=CC=CC=1.[I:25]I.[CH2:27]([O:29][C:30]([CH:32]1[C:36](=[O:37])[N:35]([C@H:38]([C:40]2[CH:45]=[CH:44][CH:43]=[CH:42][CH:41]=2)[CH3:39])[CH2:34][C@H:33]1[C:46]1([CH2:49]O)[CH2:48][CH2:47]1)=[O:31])[CH3:28]. The catalyst is ClCCl. The product is [CH2:27]([O:29][C:30]([CH:32]1[C:36](=[O:37])[N:35]([C@H:38]([C:40]2[CH:45]=[CH:44][CH:43]=[CH:42][CH:41]=2)[CH3:39])[CH2:34][C@H:33]1[C:46]1([CH2:49][I:25])[CH2:48][CH2:47]1)=[O:31])[CH3:28]. The yield is 0.880. (3) The reactants are [CH2:1]([C:5]1[N:6]=[C:7]([CH3:27])[NH:8][C:9](=[O:26])[C:10]=1[CH2:11][C:12]1[CH:17]=[CH:16][C:15]([C:18]2[C:19]([C:24]#[N:25])=[CH:20][CH:21]=[CH:22][CH:23]=2)=[CH:14][CH:13]=1)[CH2:2][CH2:3][CH3:4].N(C(N1CCCCC1)=O)=NC(N1CCCCC1)=O.C(P(CCCC)CCCC)CCC.[CH3:59][C:60]1[CH:61]=[CH:62][C:63]2[S:67][C:66]([CH2:68]O)=[CH:65][C:64]=2[CH:70]=1. The catalyst is C(OCC)(=O)C.O1CCCC1. The product is [CH2:1]([C:5]1[N:6]=[C:7]([CH3:27])[N:8]([CH2:68][C:66]2[S:67][C:63]3[CH:62]=[CH:61][C:60]([CH3:59])=[CH:70][C:64]=3[CH:65]=2)[C:9](=[O:26])[C:10]=1[CH2:11][C:12]1[CH:17]=[CH:16][C:15]([C:18]2[C:19]([C:24]#[N:25])=[CH:20][CH:21]=[CH:22][CH:23]=2)=[CH:14][CH:13]=1)[CH2:2][CH2:3][CH3:4]. The yield is 0.440. (4) The reactants are Cl.O1CCOCC1.C(OC(=O)[NH:14][C:15]([C:22]1[CH:27]=[CH:26][CH:25]=[C:24]([Br:28])[CH:23]=1)([C:17]1[CH:21]=[CH:20][NH:19][N:18]=1)[CH3:16])(C)(C)C. No catalyst specified. The product is [Br:28][C:24]1[CH:23]=[C:22]([C:15]([NH2:14])([C:17]2[CH:21]=[CH:20][NH:19][N:18]=2)[CH3:16])[CH:27]=[CH:26][CH:25]=1. The yield is 1.00. (5) The reactants are C[C:2]([CH3:5])([O-:4])C.[Na+].[CH2:7]([C:9]1[CH2:10][C@H:11]2[C@@H:14]([CH:15]=1)[C:13](=O)[CH2:12]2)[CH3:8].[C:17]1([CH3:23])C=CC=CC=1.[OH2:24]. The catalyst is C1COCC1. The product is [CH2:7]([C:9]1[CH2:10][C@H:11]2[C@@H:14]([CH:15]=1)[C:13](=[CH:23][C:17]([O:4][CH2:2][CH3:5])=[O:24])[CH2:12]2)[CH3:8]. The yield is 0.950. (6) The reactants are [NH2:1][C:2]1[C:3]([N:23]2[CH2:28][CH2:27][N:26]([C:29]3[CH:34]=[CH:33][CH:32]=[CH:31][C:30]=3[CH3:35])[CH2:25][CH2:24]2)=[CH:4][C:5]([CH:20]2[CH2:22][CH2:21]2)=[C:6]([CH:19]=1)[C:7]([NH:9][CH2:10][CH2:11][CH2:12][N:13]1[CH2:17][CH2:16][CH2:15][C:14]1=[O:18])=[O:8].[CH:36]1([C:39]2[O:40][CH:41]=[C:42]([C:44](O)=[O:45])[N:43]=2)[CH2:38][CH2:37]1.C(N(CC)C(C)C)(C)C.CN(C(ON1N=NC2C=CC=NC1=2)=[N+](C)C)C.F[P-](F)(F)(F)(F)F. The catalyst is CN(C)C=O.O. The product is [CH:20]1([C:5]2[C:6]([C:7](=[O:8])[NH:9][CH2:10][CH2:11][CH2:12][N:13]3[CH2:17][CH2:16][CH2:15][C:14]3=[O:18])=[CH:19][C:2]([NH:1][C:44]([C:42]3[N:43]=[C:39]([CH:36]4[CH2:38][CH2:37]4)[O:40][CH:41]=3)=[O:45])=[C:3]([N:23]3[CH2:24][CH2:25][N:26]([C:29]4[CH:34]=[CH:33][CH:32]=[CH:31][C:30]=4[CH3:35])[CH2:27][CH2:28]3)[CH:4]=2)[CH2:21][CH2:22]1. The yield is 0.298.